This data is from Catalyst prediction with 721,799 reactions and 888 catalyst types from USPTO. The task is: Predict which catalyst facilitates the given reaction. The catalyst class is: 1. Product: [CH3:22][N:23]([CH3:24])[C:2]1[C:11](=[O:12])[C:10]2[C:5](=[CH:6][CH:7]=[CH:8][CH:9]=2)[C:4](=[N:13][S:14]([C:17]2[S:18][CH:19]=[CH:20][CH:21]=2)(=[O:16])=[O:15])[CH:3]=1. Reactant: Cl[C:2]1[C:11](=[O:12])[C:10]2[C:5](=[CH:6][CH:7]=[CH:8][CH:9]=2)/[C:4](=[N:13]/[S:14]([C:17]2[S:18][CH:19]=[CH:20][CH:21]=2)(=[O:16])=[O:15])/[CH:3]=1.[CH3:22][NH:23][CH3:24].